From a dataset of Catalyst prediction with 721,799 reactions and 888 catalyst types from USPTO. Predict which catalyst facilitates the given reaction. Reactant: I(C1C=CC=CC=1C(O)=O)(=O)=O.CS(C)=O.[CH2:17]([N:19]1[C:25](=[O:26])[C:24]([CH3:28])([CH3:27])[C:23](=[O:29])[N:22]([CH3:30])[C:21]2[CH:31]=[C:32]([CH2:35][N:36]([CH2:50][C:51]3[C:52]([CH2:57][OH:58])=[N:53][CH:54]=[CH:55][CH:56]=3)[CH2:37][CH2:38][N:39]3[CH:44]=[CH:43][C:42]4[O:45][C:46]([CH3:48])=[CH:47][C:41]=4[C:40]3=[O:49])[CH:33]=[CH:34][C:20]1=2)[CH3:18]. Product: [CH2:17]([N:19]1[C:25](=[O:26])[C:24]([CH3:28])([CH3:27])[C:23](=[O:29])[N:22]([CH3:30])[C:21]2[CH:31]=[C:32]([CH2:35][N:36]([CH2:50][C:51]3[C:52]([CH:57]=[O:58])=[N:53][CH:54]=[CH:55][CH:56]=3)[CH2:37][CH2:38][N:39]3[CH:44]=[CH:43][C:42]4[O:45][C:46]([CH3:48])=[CH:47][C:41]=4[C:40]3=[O:49])[CH:33]=[CH:34][C:20]1=2)[CH3:18]. The catalyst class is: 6.